Dataset: Peptide-MHC class II binding affinity with 134,281 pairs from IEDB. Task: Regression. Given a peptide amino acid sequence and an MHC pseudo amino acid sequence, predict their binding affinity value. This is MHC class II binding data. (1) The peptide sequence is EAENITTGCAEHCSL. The MHC is DRB5_0101 with pseudo-sequence DRB5_0101. The binding affinity (normalized) is 0.180. (2) The peptide sequence is HFFIGDFFVDHYYSE. The MHC is DRB1_1001 with pseudo-sequence DRB1_1001. The binding affinity (normalized) is 0.437. (3) The binding affinity (normalized) is 0.272. The MHC is HLA-DQA10501-DQB10301 with pseudo-sequence HLA-DQA10501-DQB10301. The peptide sequence is MEKNVTVTHAQDILEKT. (4) The peptide sequence is INEPTAANIAYGLDR. The binding affinity (normalized) is 0.675. The MHC is HLA-DQA10501-DQB10301 with pseudo-sequence HLA-DQA10501-DQB10301. (5) The peptide sequence is VCNAAMLIKQGLTDP. The MHC is DRB1_0101 with pseudo-sequence DRB1_0101. The binding affinity (normalized) is 0.0574. (6) The MHC is DRB1_0802 with pseudo-sequence DRB1_0802. The peptide sequence is LVKYVNGDGDVVAVDIKEKG. The binding affinity (normalized) is 0.522.